This data is from Full USPTO retrosynthesis dataset with 1.9M reactions from patents (1976-2016). The task is: Predict the reactants needed to synthesize the given product. (1) Given the product [Cl:24][C:25]1[CH:30]=[CH:29][C:28]([C:2]2[CH:3]=[CH:4][C:5]([C:8]#[C:9][CH2:10][CH2:11][C:12]3[CH:17]=[CH:16][C:15]([CH2:18][N:19]4[CH2:23][CH2:22][CH2:21][CH2:20]4)=[CH:14][CH:13]=3)=[N:6][CH:7]=2)=[CH:27][CH:26]=1, predict the reactants needed to synthesize it. The reactants are: Br[C:2]1[CH:3]=[CH:4][C:5]([C:8]#[C:9][CH2:10][CH2:11][C:12]2[CH:17]=[CH:16][C:15]([CH2:18][N:19]3[CH2:23][CH2:22][CH2:21][CH2:20]3)=[CH:14][CH:13]=2)=[N:6][CH:7]=1.[Cl:24][C:25]1[CH:30]=[CH:29][C:28](OB(O)O)=[CH:27][CH:26]=1.C([O-])([O-])=O.[Na+].[Na+]. (2) Given the product [ClH:21].[CH3:12][O:11][C:6]1([C:13]2[CH:14]=[C:15]([CH:18]=[CH:19][CH:20]=2)[C:16]#[N:17])[CH2:7][CH2:8][CH2:9][CH2:10][CH:5]1[CH2:4][NH:2][CH3:1], predict the reactants needed to synthesize it. The reactants are: [CH3:1][N:2]([CH2:4][CH:5]1[CH2:10][CH2:9][CH2:8][CH2:7][C:6]1([C:13]1[CH:14]=[C:15]([CH:18]=[CH:19][CH:20]=1)[C:16]#[N:17])[O:11][CH3:12])C.[Cl:21]C(OC(Cl)C)=O. (3) Given the product [Cl:1][C:2]1[N:3]=[C:4]([NH:12][C:11]2[CH:13]=[CH:14][C:15]([Cl:17])=[CH:16][C:10]=2[Cl:9])[CH:5]=[CH:6][CH:7]=1, predict the reactants needed to synthesize it. The reactants are: [Cl:1][C:2]1[CH:7]=[C:6](Cl)[CH:5]=[CH:4][N:3]=1.[Cl:9][C:10]1[CH:16]=[C:15]([Cl:17])[CH:14]=[CH:13][C:11]=1[NH2:12].CC(C)([O-])C.[Na+].C1(P(C2C=CC=CC=2)C2C3OC4C(=CC=CC=4P(C4C=CC=CC=4)C4C=CC=CC=4)C(C)(C)C=3C=CC=2)C=CC=CC=1. (4) Given the product [CH2:1]([O:8][C:9](=[O:22])[NH:10][C:11]12[CH2:20][CH:15]3[CH2:16][CH:17]([CH2:19][CH:13]([C:14]3=[S:32])[CH2:12]1)[CH2:18]2)[C:2]1[CH:7]=[CH:6][CH:5]=[CH:4][CH:3]=1, predict the reactants needed to synthesize it. The reactants are: [CH2:1]([O:8][C:9](=[O:22])[NH:10][C:11]12[CH2:20][CH:15]3[CH2:16][CH:17]([CH2:19][CH:13]([C:14]3=O)[CH2:12]1)[CH2:18]2)[C:2]1[CH:7]=[CH:6][CH:5]=[CH:4][CH:3]=1.COC1C=CC(P2(SP(C3C=CC(OC)=CC=3)(=S)S2)=[S:32])=CC=1. (5) The reactants are: [F:1][C:2]1[C:10]([O:11][CH3:12])=[CH:9][CH:8]=[CH:7][C:3]=1[C:4]([OH:6])=O.[NH:13]1[C:17]2[CH:18]=[CH:19][CH:20]=[CH:21][C:16]=2[N:15]=[C:14]1[C:22]1[C:26]([NH2:27])=[CH:25][NH:24][N:23]=1.C(Cl)CCl.C1C=CC2N(O)N=NC=2C=1. Given the product [NH:15]1[C:16]2[CH:21]=[CH:20][CH:19]=[CH:18][C:17]=2[N:13]=[C:14]1[C:22]1[C:26]([NH:27][C:4](=[O:6])[C:3]2[CH:7]=[CH:8][CH:9]=[C:10]([O:11][CH3:12])[C:2]=2[F:1])=[CH:25][NH:24][N:23]=1, predict the reactants needed to synthesize it. (6) Given the product [Cl:1][C:2]1[NH:10][C:9]2[C:8](=[O:11])[N:7]([CH2:12][CH2:13][CH2:14][OH:15])[C:6](=[O:22])[N:5]([CH2:23][CH2:24][CH2:25][CH2:26][CH3:27])[C:4]=2[N:3]=1, predict the reactants needed to synthesize it. The reactants are: [Cl:1][C:2]1[NH:10][C:9]2[C:8](=[O:11])[N:7]([CH2:12][CH2:13][CH2:14][O:15]C3CCCCO3)[C:6](=[O:22])[N:5]([CH2:23][CH2:24][CH2:25][CH2:26][CH3:27])[C:4]=2[N:3]=1.CC1C=CC(S(O)(=O)=O)=CC=1. (7) The reactants are: [C:1]([C:3]1[CH:4]=[C:5]2[C:9](=[CH:10][CH:11]=1)[NH:8][C:7](=[O:12])[CH2:6]2)#[N:2].[H-].[Na+].[Cl:15][C:16]1[N:21]=[CH:20][C:19]([S:22]([N:25]([CH3:33])[CH2:26][CH2:27][N:28]2[CH2:32][CH2:31][CH2:30][CH2:29]2)(=[O:24])=[O:23])=[CH:18][CH:17]=1.C([O-])(O)=O.[Na+]. Given the product [ClH:15].[C:1]([C:3]1[CH:4]=[C:5]2[C:9](=[CH:10][CH:11]=1)[NH:8][C:7]([OH:12])=[C:6]2[C:16]1[N:21]=[CH:20][C:19]([S:22]([N:25]([CH3:33])[CH2:26][CH2:27][N:28]2[CH2:32][CH2:31][CH2:30][CH2:29]2)(=[O:24])=[O:23])=[CH:18][CH:17]=1)#[N:2], predict the reactants needed to synthesize it. (8) Given the product [C:25]([C:20]1[CH:21]=[C:22]2[C:17](=[CH:18][CH:19]=1)[C:16](=[O:29])[N:15]([C:11]1[C:10]([CH2:30][OH:31])=[C:9]([N:4]3[CH:5]=[C:6]([C:7]#[N:8])[C:2]([NH:1][C:33]4[CH:38]=[CH:37][CH:36]=[CH:35][N:34]=4)=[N:3]3)[CH:14]=[CH:13][CH:12]=1)[N:24]=[CH:23]2)([CH3:26])([CH3:27])[CH3:28], predict the reactants needed to synthesize it. The reactants are: [NH2:1][C:2]1[C:6]([C:7]#[N:8])=[CH:5][N:4]([C:9]2[CH:14]=[CH:13][CH:12]=[C:11]([N:15]3[N:24]=[CH:23][C:22]4[C:17](=[CH:18][CH:19]=[C:20]([C:25]([CH3:28])([CH3:27])[CH3:26])[CH:21]=4)[C:16]3=[O:29])[C:10]=2[CH2:30][OH:31])[N:3]=1.Br[C:33]1[CH:38]=[CH:37][CH:36]=[CH:35][N:34]=1.CC(C1C=C(C(C)C)C(C2C(P(C3CCCCC3)C3CCCCC3)=C(OC)C=CC=2OC)=C(C(C)C)C=1)C.C(=O)([O-])[O-].[Cs+].[Cs+]. (9) Given the product [CH3:1][C:2]1[CH:3]=[CH:4][C:5]([C:8]2[CH:13]=[CH:12][C:11]([C:14](=[O:21])[CH2:15][CH2:16][C:17]([OH:19])=[O:18])=[CH:10][CH:9]=2)=[CH:6][CH:7]=1, predict the reactants needed to synthesize it. The reactants are: [CH3:1][C:2]1[CH:7]=[CH:6][C:5]([C:8]2[CH:13]=[CH:12][C:11]([C:14](=[O:21])[CH2:15][CH2:16][C:17]([O:19]C)=[O:18])=[CH:10][CH:9]=2)=[CH:4][CH:3]=1.